The task is: Predict the reaction yield, written as a fraction of the theoretical maximum amount of product (1.0 means a 100% yield; for example, 0.34 means a 34% yield).. This data is from Reaction yield outcomes from USPTO patents with 853,638 reactions. (1) The reactants are [C:1]([CH2:3][C:4]([O:6]CC)=O)#[N:2].C(N(CC)CC)C.[CH3:16][N:17]([C@@H:27]1[C@H:32]([CH3:33])[CH2:31][CH2:30][NH:29][CH2:28]1)[C:18]1[C:19]2[CH:26]=[CH:25][NH:24][C:20]=2[N:21]=[CH:22][N:23]=1. The catalyst is C1(C)C=CC=CC=1. The product is [CH3:33][C@@H:32]1[CH2:31][CH2:30][N:29]([C:4](=[O:6])[CH2:3][C:1]#[N:2])[CH2:28][C@@H:27]1[N:17]([CH3:16])[C:18]1[C:19]2[CH:26]=[CH:25][NH:24][C:20]=2[N:21]=[CH:22][N:23]=1. The yield is 0.520. (2) The reactants are F[C:2]1[CH:7]=[CH:6][C:5]([C:8]2[O:9][C:10]([C:13]3[C:14]([C:19]4[CH:24]=[CH:23][CH:22]=[CH:21][CH:20]=4)=[N:15][O:16][C:17]=3[CH3:18])=[N:11][N:12]=2)=[C:4](OC)[CH:3]=1.[CH3:27][CH:28]1[O:33][CH:32]([CH3:34])[CH2:31][NH:30][CH2:29]1. The catalyst is CS(C)=O. The product is [CH3:34][CH:32]1[O:33][CH:28]([CH3:27])[CH2:29][N:30]([C:2]2[CH:3]=[CH:4][C:5]([C:8]3[O:9][C:10]([C:13]4[C:14]([C:19]5[CH:24]=[CH:23][CH:22]=[CH:21][CH:20]=5)=[N:15][O:16][C:17]=4[CH3:18])=[N:11][N:12]=3)=[CH:6][CH:7]=2)[CH2:31]1. The yield is 0.240.